This data is from Forward reaction prediction with 1.9M reactions from USPTO patents (1976-2016). The task is: Predict the product of the given reaction. (1) The product is: [Cl:68][C:2]1[CH:3]=[CH:4][C:5]([CH:8]([C:36]2[CH:41]=[CH:40][C:39]([Cl:42])=[CH:38][CH:37]=2)[C:9]2[CH:10]=[C:11]3[C:16](=[CH:17][CH:18]=2)[N:15]=[CH:14][N:67]=[C:12]3[NH:19][CH:20]2[CH2:25][CH2:24][N:23]([C:26]3[CH:27]=[CH:28][C:29]([CH2:32][C:33]([NH2:44])=[O:35])=[CH:30][CH:31]=3)[CH2:22][CH2:21]2)=[CH:6][CH:7]=1. Given the reactants Cl[C:2]1[CH:7]=[CH:6][C:5]([CH:8]([C:36]2[CH:41]=[CH:40][C:39]([Cl:42])=[CH:38][CH:37]=2)[C:9]2[CH:10]=[C:11]3[C:16](=[CH:17][CH:18]=2)[N:15]=[CH:14]N=[C:12]3[NH:19][CH:20]2[CH2:25][CH2:24][N:23]([C:26]3[CH:31]=[CH:30][C:29]([CH2:32][C:33]([OH:35])=O)=[CH:28][CH:27]=3)[CH2:22][CH2:21]2)=[CH:4][CH:3]=1.C[N:44](C(ON1N=NC2C=CC=NC1=2)=[N+](C)C)C.F[P-](F)(F)(F)(F)F.[NH4+:67].[Cl-:68].CCN(C(C)C)C(C)C, predict the reaction product. (2) Given the reactants [C:1]1([C:20]2[CH:25]=[CH:24][CH:23]=[CH:22][CH:21]=2)[CH:6]=[CH:5][CH:4]=[CH:3][C:2]=1[CH2:7][C:8]1[NH:9][C:10](=[O:19])[C:11]([OH:18])=[C:12]([C:14](OC)=[O:15])[N:13]=1.[CH2:26]([NH2:34])[CH2:27][C:28]1[CH:33]=[CH:32][CH:31]=[CH:30][CH:29]=1, predict the reaction product. The product is: [CH2:26]([NH:34][C:14]([C:12]1[N:13]=[C:8]([CH2:7][C:2]2[CH:3]=[CH:4][CH:5]=[CH:6][C:1]=2[C:20]2[CH:25]=[CH:24][CH:23]=[CH:22][CH:21]=2)[NH:9][C:10](=[O:19])[C:11]=1[OH:18])=[O:15])[CH2:27][C:28]1[CH:33]=[CH:32][CH:31]=[CH:30][CH:29]=1. (3) Given the reactants [CH3:1][O:2][C:3]1[CH:4]=[C:5]2[C:10](=[CH:11][CH:12]=1)[C:9]([O:13][C:14]1[CH:19]=[CH:18][C:17]([O:20][CH2:21][CH2:22][N:23]3[CH2:28][CH2:27][CH2:26][CH2:25][CH2:24]3)=[CH:16][CH:15]=1)=[C:8]([C:29]1[S:33][C:32]([C:34]([NH2:36])=O)=[CH:31][CH:30]=1)[CH:7]=[CH:6]2.P(Cl)(Cl)([Cl:39])=O.Cl, predict the reaction product. The product is: [ClH:39].[CH3:1][O:2][C:3]1[CH:4]=[C:5]2[C:10](=[CH:11][CH:12]=1)[C:9]([O:13][C:14]1[CH:15]=[CH:16][C:17]([O:20][CH2:21][CH2:22][N:23]3[CH2:28][CH2:27][CH2:26][CH2:25][CH2:24]3)=[CH:18][CH:19]=1)=[C:8]([C:29]1[S:33][C:32]([C:34]#[N:36])=[CH:31][CH:30]=1)[CH:7]=[CH:6]2. (4) Given the reactants [C:1]1([C:7]2[N:11]([C:12]3[CH:17]=[CH:16][C:15]([S:18](=[O:21])(=[O:20])[NH2:19])=[CH:14][CH:13]=3)[N:10]=[C:9](C(O)=O)[CH:8]=2)[CH:6]=[CH:5][CH:4]=[CH:3][CH:2]=1.CC[N:27](CC)CC.[CH3:32][CH2:33][O:34][C:35](C)=[O:36].O, predict the reaction product. The product is: [CH2:33]([O:34][C:35](=[O:36])[NH:27][C:9]1[CH:8]=[C:7]([C:1]2[CH:2]=[CH:3][CH:4]=[CH:5][CH:6]=2)[N:11]([C:12]2[CH:13]=[CH:14][C:15]([S:18](=[O:20])(=[O:21])[NH2:19])=[CH:16][CH:17]=2)[N:10]=1)[CH3:32]. (5) Given the reactants [C:1]([C:3]1[C:4]([N:17]2[CH2:22][CH2:21][CH:20]([C:23]([OH:25])=O)[CH2:19][CH2:18]2)=[N:5][C:6]([CH:14]([F:16])[F:15])=[C:7]([C:9]([O:11][CH2:12][CH3:13])=[O:10])[CH:8]=1)#[N:2].[F:26][C:27]([F:40])([F:39])[O:28][C:29]1[CH:34]=[CH:33][C:32]([S:35]([NH2:38])(=[O:37])=[O:36])=[CH:31][CH:30]=1, predict the reaction product. The product is: [C:1]([C:3]1[C:4]([N:17]2[CH2:18][CH2:19][CH:20]([C:23]([NH:38][S:35]([C:32]3[CH:31]=[CH:30][C:29]([O:28][C:27]([F:26])([F:40])[F:39])=[CH:34][CH:33]=3)(=[O:36])=[O:37])=[O:25])[CH2:21][CH2:22]2)=[N:5][C:6]([CH:14]([F:15])[F:16])=[C:7]([CH:8]=1)[C:9]([O:11][CH2:12][CH3:13])=[O:10])#[N:2]. (6) Given the reactants [Cl:1][C:2]1[CH:3]=[C:4]([NH2:9])[C:5]([NH2:8])=[CH:6][CH:7]=1.[Cl:10][C:11]1[CH:16]=[CH:15][CH:14]=[C:13]([Cl:17])[C:12]=1[CH2:18][C:19](O)=O, predict the reaction product. The product is: [Cl:1][C:2]1[CH:7]=[CH:6][C:5]2[NH:8][C:19]([CH2:18][C:12]3[C:11]([Cl:10])=[CH:16][CH:15]=[CH:14][C:13]=3[Cl:17])=[N:9][C:4]=2[CH:3]=1. (7) Given the reactants C(OC(=O)[NH:7][C:8]1[CH:13]=[CH:12][CH:11]=[CH:10][C:9]=1[NH:14][C:15]([C:17]1[O:18][C:19]2[C:25]([O:26][CH2:27][C:28]3[CH:33]=[CH:32][CH:31]=[CH:30][N:29]=3)=[CH:24][CH:23]=[CH:22][C:20]=2[CH:21]=1)=[O:16])(C)(C)C.NC1C=CC=CC=1NC(C1SC2C=CC(OCC3C=CC=CN=3)=CC=2C=1)=O, predict the reaction product. The product is: [NH2:7][C:8]1[CH:13]=[CH:12][CH:11]=[CH:10][C:9]=1[NH:14][C:15]([C:17]1[O:18][C:19]2[C:25]([O:26][CH2:27][C:28]3[CH:33]=[CH:32][CH:31]=[CH:30][N:29]=3)=[CH:24][CH:23]=[CH:22][C:20]=2[CH:21]=1)=[O:16].